From a dataset of Forward reaction prediction with 1.9M reactions from USPTO patents (1976-2016). Predict the product of the given reaction. Given the reactants [Cl:1][C:2]1[CH:3]=[CH:4][C:5]([O:20][CH3:21])=[C:6]([CH:19]=1)[C:7]([C:9](=[CH:15][N:16](C)C)[C:10]([O:12][CH2:13][CH3:14])=[O:11])=O.[NH2:22]N, predict the reaction product. The product is: [Cl:1][C:2]1[CH:3]=[CH:4][C:5]([O:20][CH3:21])=[C:6]([C:7]2[NH:22][N:16]=[CH:15][C:9]=2[C:10]([O:12][CH2:13][CH3:14])=[O:11])[CH:19]=1.